Task: Predict which catalyst facilitates the given reaction.. Dataset: Catalyst prediction with 721,799 reactions and 888 catalyst types from USPTO Reactant: [Cl:1][C:2]1[N:3]=[N:4][C:5](Cl)=[CH:6][CH:7]=1.Cl.[NH:10]([C:12](N)=[O:13])[NH2:11]. Product: [Cl:1][C:2]1[CH:7]=[CH:6][C:5]2[N:4]([C:12]([OH:13])=[N:10][N:11]=2)[N:3]=1. The catalyst class is: 422.